This data is from Catalyst prediction with 721,799 reactions and 888 catalyst types from USPTO. The task is: Predict which catalyst facilitates the given reaction. (1) Reactant: F[C:2]1[CH:3]=[N:4][C:5]2[C:10]([C:11]=1[CH2:12][CH2:13][C:14]13[CH2:21][CH2:20][C:17]([NH:22]C(=O)OC(C)(C)C)([CH2:18][CH2:19]1)[CH2:16][O:15]3)=[N:9][C:8]([O:30][CH3:31])=[CH:7][CH:6]=2.[CH3:32][O-:33].[Na+]. Product: [CH3:32][O:33][C:2]1[CH:3]=[N:4][C:5]2[C:10]([C:11]=1[CH2:12][CH2:13][C:14]13[CH2:19][CH2:18][C:17]([NH2:22])([CH2:20][CH2:21]1)[CH2:16][O:15]3)=[N:9][C:8]([O:30][CH3:31])=[CH:7][CH:6]=2. The catalyst class is: 5. (2) Reactant: COCN[C:5]([C:7]1[O:8][C:9]2[CH:15]=[CH:14][C:13]([O:16][CH2:17][CH2:18][N:19]3[CH2:24][CH2:23][O:22][CH2:21][CH2:20]3)=[CH:12][C:10]=2[CH:11]=1)=[O:6].[H-].[H-].[H-].[H-].[Li+].[Al+3]. Product: [N:19]1([CH2:18][CH2:17][O:16][C:13]2[CH:14]=[CH:15][C:9]3[O:8][C:7]([CH:5]=[O:6])=[CH:11][C:10]=3[CH:12]=2)[CH2:24][CH2:23][O:22][CH2:21][CH2:20]1. The catalyst class is: 1.